Dataset: Full USPTO retrosynthesis dataset with 1.9M reactions from patents (1976-2016). Task: Predict the reactants needed to synthesize the given product. (1) Given the product [CH3:23][N:22]([CH3:24])[CH:2]([C:4]1[CH:12]=[CH:11][CH:10]=[C:9]2[C:5]=1[CH:6]=[CH:7][N:8]2[S:13]([C:16]1[CH:21]=[CH:20][CH:19]=[CH:18][CH:17]=1)(=[O:15])=[O:14])[CH3:3], predict the reactants needed to synthesize it. The reactants are: I[CH:2]([C:4]1[CH:12]=[CH:11][CH:10]=[C:9]2[C:5]=1[CH:6]=[CH:7][N:8]2[S:13]([C:16]1[CH:21]=[CH:20][CH:19]=[CH:18][CH:17]=1)(=[O:15])=[O:14])[CH3:3].[NH:22]([CH3:24])[CH3:23]. (2) Given the product [C:14]([O:1][CH2:2][CH2:3][O:4][C:5](=[O:13])[C:6]1[CH:11]=[CH:10][C:9]([OH:12])=[CH:8][CH:7]=1)(=[O:18])[C:15]([CH3:17])=[CH2:16], predict the reactants needed to synthesize it. The reactants are: [OH:1][CH2:2][CH2:3][O:4][C:5](=[O:13])[C:6]1[CH:11]=[CH:10][C:9]([OH:12])=[CH:8][CH:7]=1.[C:14](Cl)(=[O:18])[C:15]([CH3:17])=[CH2:16].